From a dataset of Full USPTO retrosynthesis dataset with 1.9M reactions from patents (1976-2016). Predict the reactants needed to synthesize the given product. (1) Given the product [CH3:19][C:20]([CH3:25])([CH3:24])[C:21]([NH:12][C:10]1[S:11][C:7]([C:4]2[N:3]=[C:2]([CH3:1])[O:6][N:5]=2)=[C:8]([C:13]2[CH:14]=[CH:15][CH:16]=[CH:17][CH:18]=2)[N:9]=1)=[O:22], predict the reactants needed to synthesize it. The reactants are: [CH3:1][C:2]1[O:6][N:5]=[C:4]([C:7]2[S:11][C:10]([NH2:12])=[N:9][C:8]=2[C:13]2[CH:18]=[CH:17][CH:16]=[CH:15][CH:14]=2)[N:3]=1.[CH3:19][C:20]([CH3:25])([CH3:24])[C:21](Cl)=[O:22]. (2) Given the product [F:20][C:2]([F:1])([F:21])[C:3]1[CH:4]=[CH:5][C:6]([C:9]2[S:10][CH:11]=[C:12]([CH:18]=[O:19])[C:13]=2[O:14][CH2:15][O:16][CH3:17])=[CH:7][CH:8]=1, predict the reactants needed to synthesize it. The reactants are: [F:1][C:2]([F:21])([F:20])[C:3]1[CH:8]=[CH:7][C:6]([C:9]2[S:10][CH:11]=[C:12]([CH2:18][OH:19])[C:13]=2[O:14][CH2:15][O:16][CH3:17])=[CH:5][CH:4]=1. (3) Given the product [CH2:10]([O:9][C:7](=[O:8])[C@@H:2]1[CH2:3][CH2:4][C:5](=[O:6])[N:1]1[C:33]([O:32][C:29]([CH3:31])([CH3:30])[CH3:28])=[O:34])[CH3:11], predict the reactants needed to synthesize it. The reactants are: [NH:1]1[C:5](=[O:6])[CH2:4][CH2:3][C@H:2]1[C:7]([O:9][CH2:10][CH3:11])=[O:8].CN(C1C=CC=CN=1)C.C(N(CC)CC)C.[CH3:28][C:29]([O:32][C:33](O[C:33]([O:32][C:29]([CH3:31])([CH3:30])[CH3:28])=[O:34])=[O:34])([CH3:31])[CH3:30]. (4) Given the product [F:40][C:37]1[CH:36]=[CH:35][C:34]([CH2:33][C:30]2[O:29][C:28]([C:10]3[N:11]=[C:12]4[N:18]([CH2:19][C:20](=[O:27])[N:21]5[CH2:26][CH2:25][CH2:24][CH2:23][CH2:22]5)[CH:17]=[CH:16][N:13]4[C:14](=[O:15])[C:9]=3[OH:8])=[N:32][CH:31]=2)=[CH:39][CH:38]=1, predict the reactants needed to synthesize it. The reactants are: C([O:8][C:9]1[C:14](=[O:15])[N:13]2[CH:16]=[CH:17][N:18]([CH2:19][C:20](=[O:27])[N:21]3[CH2:26][CH2:25][CH2:24][CH2:23][CH2:22]3)[C:12]2=[N:11][C:10]=1[C:28]1[O:29][C:30]([CH2:33][C:34]2[CH:39]=[CH:38][C:37]([F:40])=[CH:36][CH:35]=2)=[CH:31][N:32]=1)C1C=CC=CC=1.[Si](I)(C)(C)C.CO.[O-]S([O-])(=S)=O.[Na+].[Na+]. (5) Given the product [C:15]([O:14][C:13]([NH:12][CH2:11][CH2:10][CH2:9][C:4]1[CH:3]=[C:2]([NH:1]/[C:31](/[NH:34][C:35](=[O:36])[O:37][CH2:38][C:39]2[CH:44]=[CH:43][CH:42]=[CH:41][CH:40]=2)=[N:30]/[C:28](=[O:29])[O:27][CH2:20][C:21]2[CH:22]=[CH:23][CH:24]=[CH:25][CH:26]=2)[C:7]([CH3:8])=[N:6][CH:5]=1)=[O:19])([CH3:16])([CH3:18])[CH3:17], predict the reactants needed to synthesize it. The reactants are: [NH2:1][C:2]1[CH:3]=[C:4]([CH2:9][CH2:10][CH2:11][NH:12][C:13](=[O:19])[O:14][C:15]([CH3:18])([CH3:17])[CH3:16])[CH:5]=[N:6][C:7]=1[CH3:8].[CH2:20]([O:27][C:28]([NH:30][C:31](=[N:34][C:35]([O:37][CH2:38][C:39]1[CH:44]=[CH:43][CH:42]=[CH:41][CH:40]=1)=[O:36])SC)=[O:29])[C:21]1[CH:26]=[CH:25][CH:24]=[CH:23][CH:22]=1. (6) The reactants are: [CH3:1][O:2][C:3](=[O:20])[C:4]1[CH:9]=[CH:8][C:7]([NH:10][C:11]([C@H:13]2[CH2:17][C@@H:16]([O:18][CH3:19])[CH2:15][NH:14]2)=[O:12])=[CH:6][CH:5]=1.C(N(CC)C(C)C)(C)C.[Cl:30][C:31]1[CH:36]=[CH:35][C:34]([N:37]=[C:38]=[O:39])=[CH:33][CH:32]=1. Given the product [CH3:1][O:2][C:3](=[O:20])[C:4]1[CH:5]=[CH:6][C:7]([NH:10][C:11]([C@H:13]2[CH2:17][C@@H:16]([O:18][CH3:19])[CH2:15][N:14]2[C:38](=[O:39])[NH:37][C:34]2[CH:35]=[CH:36][C:31]([Cl:30])=[CH:32][CH:33]=2)=[O:12])=[CH:8][CH:9]=1, predict the reactants needed to synthesize it. (7) Given the product [O:1]=[C:2]1[CH:6]=[C:5]([C@H:7]2[CH2:12][CH2:11][N:10]([C:13]([O:15][CH3:16])=[O:14])[C@H:9]([CH2:17][C:18]3[CH:19]=[CH:20][C:21]([C:24]([F:27])([F:25])[F:26])=[CH:22][CH:23]=3)[CH2:8]2)[O:4][NH:3]1.[O:1]=[C:2]1[CH:6]=[C:5]([C@@H:7]2[CH2:12][CH2:11][N:10]([C:13]([O:15][CH3:16])=[O:14])[C@@H:9]([CH2:17][C:18]3[CH:19]=[CH:20][C:21]([C:24]([F:27])([F:25])[F:26])=[CH:22][CH:23]=3)[CH2:8]2)[O:4][NH:3]1, predict the reactants needed to synthesize it. The reactants are: [O:1]=[C:2]1[CH:6]=[C:5]([C@@H:7]2[CH2:12][CH2:11][N:10]([C:13]([O:15][CH3:16])=[O:14])[C@@H:9]([CH2:17][C:18]3[CH:23]=[CH:22][C:21]([C:24]([F:27])([F:26])[F:25])=[CH:20][CH:19]=3)[CH2:8]2)[O:4][NH:3]1.CCCCCCC.CCO. (8) Given the product [OH:17][C:14]1[CH:13]=[CH:12][C:11]2[C:16](=[C:7]([C:27]3[CH:28]=[CH:29][C:24]([C:22]([O:21][CH3:20])=[O:23])=[CH:25][CH:26]=3)[CH:8]=[CH:9][CH:10]=2)[N:15]=1, predict the reactants needed to synthesize it. The reactants are: FC(F)(F)S(O[C:7]1[CH:8]=[CH:9][CH:10]=[C:11]2[C:16]=1[N:15]=[C:14]([OH:17])[CH:13]=[CH:12]2)(=O)=O.[CH3:20][O:21][C:22]([C:24]1[CH:29]=[CH:28][C:27](B(O)O)=[CH:26][CH:25]=1)=[O:23].[F-].[Cs+]. (9) Given the product [ClH:33].[Cl:33][C:29]1[C:30]([F:32])=[CH:31][C:26]([C:24]2[N:25]=[C:20]([N:17]3[CH2:18][CH2:19][C:14]4=[N:13][N:12]([CH2:11][CH2:10][OH:9])[CH:38]=[C:15]4[CH2:16]3)[C:21]3[S:37][CH:36]=[CH:35][C:22]=3[N:23]=2)=[C:27]([F:34])[CH:28]=1, predict the reactants needed to synthesize it. The reactants are: C([O:9][CH2:10][CH2:11][N:12]1[CH:38]=[C:15]2[CH2:16][N:17]([C:20]3[C:21]4[S:37][CH:36]=[CH:35][C:22]=4[N:23]=[C:24]([C:26]4[CH:31]=[C:30]([F:32])[C:29]([Cl:33])=[CH:28][C:27]=4[F:34])[N:25]=3)[CH2:18][CH2:19][C:14]2=[N:13]1)(=O)C1C=CC=CC=1.[OH-].[Na+].Cl.